From a dataset of Full USPTO retrosynthesis dataset with 1.9M reactions from patents (1976-2016). Predict the reactants needed to synthesize the given product. (1) Given the product [OH:13][CH:2]([CH3:11])[C:3]([C:5]1[CH:10]=[CH:9][CH:8]=[CH:7][CH:6]=1)=[O:4], predict the reactants needed to synthesize it. The reactants are: Br[CH:2]([CH3:11])[C:3]([C:5]1[CH:10]=[CH:9][CH:8]=[CH:7][CH:6]=1)=[O:4].C([O-])=[O:13].[Na+].O. (2) Given the product [Cl:23][C:20]1[C:21]([NH:32][C:31]2[CH:33]=[CH:34][C:28]([O:27][CH:26]([F:25])[F:35])=[CH:29][CH:30]=2)=[C:16]([C:14]([N:11]2[CH2:12][CH2:13][CH:8]([C:5]3[CH:6]=[CH:7][C:2]([F:1])=[CH:3][CH:4]=3)[CH2:9][CH2:10]2)=[O:15])[CH:17]=[N:18][C:19]=1[Cl:24], predict the reactants needed to synthesize it. The reactants are: [F:1][C:2]1[CH:7]=[CH:6][C:5]([CH:8]2[CH2:13][CH2:12][N:11]([C:14]([C:16]3[CH:17]=[N:18][C:19]([Cl:24])=[C:20]([Cl:23])[C:21]=3Cl)=[O:15])[CH2:10][CH2:9]2)=[CH:4][CH:3]=1.[F:25][CH:26]([F:35])[O:27][C:28]1[CH:34]=[CH:33][C:31]([NH2:32])=[CH:30][CH:29]=1. (3) The reactants are: CO[C:3]([C:5]1[CH:6]=[C:7]2[CH:13]=[CH:12][NH:11][C:8]2=[N:9][CH:10]=1)=[O:4].[CH2:14](Br)[C:15]1[CH:20]=[CH:19][CH:18]=[CH:17][CH:16]=1. Given the product [CH2:14]([N:11]1[C:8]2=[N:9][CH:10]=[C:5]([CH2:3][OH:4])[CH:6]=[C:7]2[CH:13]=[CH:12]1)[C:15]1[CH:20]=[CH:19][CH:18]=[CH:17][CH:16]=1, predict the reactants needed to synthesize it. (4) Given the product [CH2:1]([O:3][C:4](=[O:25])[C:5]1[CH:10]=[CH:9][CH:8]=[C:7]([N:11]2[C:15]([CH3:16])=[CH:14][CH:13]=[C:12]2[C:17]2[CH:22]=[C:21]([Br:23])[CH:20]=[CH:19][C:18]=2[O:24][CH2:37][C:36]2[CH:39]=[CH:40][C:33]([F:32])=[CH:34][CH:35]=2)[CH:6]=1)[CH3:2], predict the reactants needed to synthesize it. The reactants are: [CH2:1]([O:3][C:4](=[O:25])[C:5]1[CH:10]=[CH:9][CH:8]=[C:7]([N:11]2[C:15]([CH3:16])=[CH:14][CH:13]=[C:12]2[C:17]2[CH:22]=[C:21]([Br:23])[CH:20]=[CH:19][C:18]=2[OH:24])[CH:6]=1)[CH3:2].C([O-])([O-])=O.[K+].[K+].[F:32][C:33]1[CH:40]=[CH:39][C:36]([CH2:37]Br)=[CH:35][CH:34]=1.